Dataset: Peptide-MHC class II binding affinity with 134,281 pairs from IEDB. Task: Regression. Given a peptide amino acid sequence and an MHC pseudo amino acid sequence, predict their binding affinity value. This is MHC class II binding data. (1) The peptide sequence is IAPAVQTNWQKLETFWAKHM. The MHC is DRB3_0202 with pseudo-sequence DRB3_0202. The binding affinity (normalized) is 0.189. (2) The peptide sequence is MLLDNMEVRGGMVAP. The MHC is DRB1_0404 with pseudo-sequence DRB1_0404. The binding affinity (normalized) is 0.666. (3) The peptide sequence is SNLLRAIEAQQHLLQLTVWGIKQL. The MHC is DRB1_0401 with pseudo-sequence DRB1_0401. The binding affinity (normalized) is 0.574.